Dataset: Reaction yield outcomes from USPTO patents with 853,638 reactions. Task: Predict the reaction yield, written as a fraction of the theoretical maximum amount of product (1.0 means a 100% yield; for example, 0.34 means a 34% yield). (1) The reactants are [C:1]([C:9]1[C:10]([O:19][CH:20]([CH3:27])[CH2:21][CH2:22][O:23]C(=O)C)=[CH:11][C:12]2[C:17]([CH:18]=1)=[CH:16][CH:15]=[CH:14][CH:13]=2)(=[O:8])[C:2]1[CH:7]=[CH:6][CH:5]=[CH:4][CH:3]=1.CCN(C(C)C)C(C)C.C(=O)([O-])[O-].[K+].[K+]. The catalyst is CO. The product is [OH:23][CH2:22][CH2:21][CH:20]([CH3:27])[O:19][C:10]1[C:9]([C:1]([C:2]2[CH:7]=[CH:6][CH:5]=[CH:4][CH:3]=2)=[O:8])=[CH:18][C:17]2[C:12]([CH:11]=1)=[CH:13][CH:14]=[CH:15][CH:16]=2. The yield is 0.790. (2) The reactants are [OH:1][C:2]1[CH:3]=[C:4]2[C:9](=[CH:10][CH:11]=1)[C:8](=[O:12])[CH2:7][CH2:6][CH2:5]2.S(C1C=CC(C)=CC=1)(O[CH2:17][C:18]([F:21])([F:20])[F:19])(=O)=O.C(=O)([O-])[O-].[K+].[K+]. The catalyst is CN(C=O)C.O. The product is [F:19][C:18]([F:21])([F:20])[CH2:17][O:1][C:2]1[CH:3]=[C:4]2[C:9](=[CH:10][CH:11]=1)[C:8](=[O:12])[CH2:7][CH2:6][CH2:5]2. The yield is 0.830. (3) The catalyst is C(Cl)Cl. The reactants are [Br:1][C:2]1[CH:7]=[CH:6][C:5]([S:8](Cl)(=[O:10])=[O:9])=[CH:4][CH:3]=1.C(O)(=O)C(O)=O.[CH2:18]1[C:21]2([CH2:24][NH:23][CH2:22]2)[CH2:20][O:19]1.[CH2:18]1[C:21]2([CH2:24][NH:23][CH2:22]2)[CH2:20][O:19]1.CCN(C(C)C)C(C)C.Cl. The product is [Br:1][C:2]1[CH:7]=[CH:6][C:5]([S:8]([N:23]2[CH2:24][C:21]3([CH2:18][O:19][CH2:20]3)[CH2:22]2)(=[O:10])=[O:9])=[CH:4][CH:3]=1. The yield is 0.400. (4) The reactants are [CH3:1][C:2]1[CH:11]=[C:10]([CH2:12][O:13][C:14]2[CH:19]=[CH:18][C:17]([S:20]([NH:23][C@H:24]3[CH2:28][CH2:27][CH2:26][C@H:25]3[C:29]([OH:31])=[O:30])(=[O:22])=[O:21])=[CH:16][CH:15]=2)[C:9]2[C:4](=[CH:5][CH:6]=[CH:7][CH:8]=2)[N:3]=1.[C:32](OC(O[C:32]([CH3:35])([CH3:34])[CH3:33])N(C)C)([CH3:35])([CH3:34])[CH3:33]. No catalyst specified. The product is [CH3:1][C:2]1[CH:11]=[C:10]([CH2:12][O:13][C:14]2[CH:15]=[CH:16][C:17]([S:20]([NH:23][C@H:24]3[CH2:28][CH2:27][CH2:26][C@H:25]3[C:29]([O:31][C:32]([CH3:35])([CH3:34])[CH3:33])=[O:30])(=[O:21])=[O:22])=[CH:18][CH:19]=2)[C:9]2[C:4](=[CH:5][CH:6]=[CH:7][CH:8]=2)[N:3]=1. The yield is 0.670. (5) The reactants are [NH2:1][C:2]12[CH2:11][CH:6]3[CH2:7][CH:8]([CH2:10][CH:4]([CH2:5]3)[CH:3]1[OH:12])[CH2:9]2.[S:13]1[C:17]2[S:18][CH:19]=[CH:20][C:16]=2[CH:15]=[C:14]1[CH:21]=O. No catalyst specified. The product is [S:13]1[C:17]2[S:18][CH:19]=[CH:20][C:16]=2[CH:15]=[C:14]1[CH2:21][NH:1][C:2]12[CH2:9][CH:8]3[CH2:7][CH:6]([CH2:5][CH:4]([CH2:10]3)[CH:3]1[OH:12])[CH2:11]2. The yield is 0.300. (6) The yield is 0.890. The product is [CH3:1][C:2]1[N:3]=[C:4]([C:8]2[CH:9]=[CH:10][C:11]([O:14][CH2:15][CH2:16][CH2:17][O:18][C:19]3[CH:20]=[C:21]4[C:25](=[CH:26][CH:27]=3)[C@H:24]([CH2:28][C:29]([OH:31])=[O:30])[CH2:23][CH2:22]4)=[N:12][CH:13]=2)[S:5][C:6]=1[CH3:7]. The catalyst is C1COCC1.CO.O. The reactants are [CH3:1][C:2]1[N:3]=[C:4]([C:8]2[CH:9]=[CH:10][C:11]([O:14][CH2:15][CH2:16][CH2:17][O:18][C:19]3[CH:20]=[C:21]4[C:25](=[CH:26][CH:27]=3)[C@H:24]([CH2:28][C:29]([O:31]CC)=[O:30])[CH2:23][CH2:22]4)=[N:12][CH:13]=2)[S:5][C:6]=1[CH3:7].[Li+].[OH-]. (7) The reactants are CCN(C(C)C)C(C)C.FC(F)(F)S(O[C:16]1[CH:17]=[CH:18][C:19]2[O:23][C:22]([C:24]3[CH:29]=[CH:28][C:27]([F:30])=[CH:26][CH:25]=3)=[C:21]([C:31](=[O:34])[NH:32][CH3:33])[C:20]=2[CH:35]=1)(=O)=O.[CH3:38][C:39]1[O:43][C:42]([C:44]2[CH:45]=[C:46](B(O)O)[CH:47]=[CH:48][CH:49]=2)=[N:41][N:40]=1.O1CCOCC1. The catalyst is C1C=CC([P]([Pd]([P](C2C=CC=CC=2)(C2C=CC=CC=2)C2C=CC=CC=2)([P](C2C=CC=CC=2)(C2C=CC=CC=2)C2C=CC=CC=2)[P](C2C=CC=CC=2)(C2C=CC=CC=2)C2C=CC=CC=2)(C2C=CC=CC=2)C2C=CC=CC=2)=CC=1.O. The product is [F:30][C:27]1[CH:26]=[CH:25][C:24]([C:22]2[O:23][C:19]3[CH:18]=[CH:17][C:16]([C:46]4[CH:47]=[CH:48][CH:49]=[C:44]([C:42]5[O:43][C:39]([CH3:38])=[N:40][N:41]=5)[CH:45]=4)=[CH:35][C:20]=3[C:21]=2[C:31]([NH:32][CH3:33])=[O:34])=[CH:29][CH:28]=1. The yield is 0.370.